Dataset: Full USPTO retrosynthesis dataset with 1.9M reactions from patents (1976-2016). Task: Predict the reactants needed to synthesize the given product. (1) Given the product [Cl:2][C:3]1[CH:4]=[C:5]2[C:9](=[CH:10][CH:11]=1)[NH:8][CH:7]=[C:6]2[CH2:12][CH2:13][NH:14][C:27]([C:17]1[C:18]([C:21]2[CH:26]=[CH:25][CH:24]=[CH:23][CH:22]=2)=[N:19][O:20][C:16]=1[CH3:15])=[O:28], predict the reactants needed to synthesize it. The reactants are: Cl.[Cl:2][C:3]1[CH:4]=[C:5]2[C:9](=[CH:10][CH:11]=1)[NH:8][CH:7]=[C:6]2[CH2:12][CH2:13][NH2:14].[CH3:15][C:16]1[O:20][N:19]=[C:18]([C:21]2[CH:26]=[CH:25][CH:24]=[CH:23][CH:22]=2)[C:17]=1[C:27](Cl)=[O:28].C(N(CC)CC)C.C(OCC)(=O)C. (2) Given the product [C:15]([C:11]1[NH:10][C:9]([C:7]([O:6][CH3:5])=[O:8])=[CH:13][CH:12]=1)([CH3:18])([CH3:17])[CH3:16], predict the reactants needed to synthesize it. The reactants are: [Cl-].[Al+3].[Cl-].[Cl-].[CH3:5][O:6][C:7]([C:9]1[NH:10][CH:11]=[CH:12][CH:13]=1)=[O:8].Cl[C:15]([CH3:18])([CH3:17])[CH3:16].